From a dataset of Full USPTO retrosynthesis dataset with 1.9M reactions from patents (1976-2016). Predict the reactants needed to synthesize the given product. (1) Given the product [CH3:19][O:20][C:21](=[O:33])[CH2:22][C:23]1[C:31]2[C:26](=[N:27][CH:28]=[CH:29][CH:30]=2)[N:25]([CH2:34][C:35]2[CH:40]=[CH:39][CH:38]=[CH:37][CH:36]=2)[C:24]=1[CH3:32], predict the reactants needed to synthesize it. The reactants are: CCN(P1(N(C)CCCN1C)=NC(C)(C)C)CC.[CH3:19][O:20][C:21](=[O:33])[CH2:22][C:23]1[C:31]2[C:26](=[N:27][CH:28]=[CH:29][CH:30]=2)[NH:25][C:24]=1[CH3:32].[CH2:34](Br)[C:35]1[CH:40]=[CH:39][CH:38]=[CH:37][CH:36]=1. (2) The reactants are: Cl.[CH2:2]([NH:5][C:6]1[CH:11]=[CH:10][N:9]=[CH:8][C:7]=1[N+:12]([O-])=O)[CH:3]=[CH2:4].[Sn](Cl)(Cl)(Cl)[Cl:16]. Given the product [CH2:2]([NH:5][C:6]1[CH:11]=[CH:10][N:9]=[C:8]([Cl:16])[C:7]=1[NH2:12])[CH:3]=[CH2:4], predict the reactants needed to synthesize it. (3) Given the product [Cl:47][C:48]1[CH:53]=[CH:52][N:51]=[C:50]([CH2:54][NH:55][C:56]2[O:57][C:58]3[C:64]([O:65][CH3:66])=[CH:63][C:62]([C:67]([N:39]4[CH2:40][C:35]([CH3:46])([CH3:34])[NH:36][C:37](=[O:45])[CH:38]4[CH2:41][C:42]([NH2:44])=[O:43])=[O:68])=[CH:61][C:59]=3[N:60]=2)[CH:49]=1, predict the reactants needed to synthesize it. The reactants are: C(N(CC)C(C)C)(C)C.CN(C(ON1N=NC2C=CC=NC1=2)=[N+](C)C)C.F[P-](F)(F)(F)(F)F.[CH3:34][C:35]1([CH3:46])[CH2:40][NH:39][CH:38]([CH2:41][C:42]([NH2:44])=[O:43])[C:37](=[O:45])[NH:36]1.[Cl:47][C:48]1[CH:53]=[CH:52][N:51]=[C:50]([CH2:54][NH:55][C:56]2[O:57][C:58]3[C:64]([O:65][CH3:66])=[CH:63][C:62]([C:67](O)=[O:68])=[CH:61][C:59]=3[N:60]=2)[CH:49]=1. (4) Given the product [C:11]([O:15][C:16]([N:18]1[CH2:25][CH:24]2[N:26]([C:27]([O:29][C:30]([CH3:32])([CH3:31])[CH3:33])=[O:28])[CH:20]([CH2:21][C:22]([C:50]3[S:54][C:53]([O:55][CH2:56][CH2:57][O:8][C:7]4[C:2]([Cl:1])=[CH:3][C:4]([CH3:10])=[CH:5][C:6]=4[Cl:9])=[N:52][CH:51]=3)=[C:23]2[C:34](=[O:49])[N:35]([CH:46]2[CH2:47][CH2:48]2)[CH2:36][C:37]2[CH:42]=[CH:41][CH:40]=[C:39]([O:43][CH3:44])[C:38]=2[CH3:45])[CH2:19]1)=[O:17])([CH3:12])([CH3:13])[CH3:14], predict the reactants needed to synthesize it. The reactants are: [Cl:1][C:2]1[C:7]([OH:8])=[C:6]([Cl:9])[CH:5]=[C:4]([CH3:10])[CH:3]=1.[C:11]([O:15][C:16]([N:18]1[CH2:25][CH:24]2[N:26]([C:27]([O:29][C:30]([CH3:33])([CH3:32])[CH3:31])=[O:28])[CH:20]([CH2:21][C:22]([C:50]3[S:54][C:53]([O:55][CH2:56][CH2:57]O)=[N:52][CH:51]=3)=[C:23]2[C:34](=[O:49])[N:35]([CH:46]2[CH2:48][CH2:47]2)[CH2:36][C:37]2[CH:42]=[CH:41][CH:40]=[C:39]([O:43][CH3:44])[C:38]=2[CH3:45])[CH2:19]1)=[O:17])([CH3:14])([CH3:13])[CH3:12].P(CCCC)(CCCC)CCCC.